Dataset: Forward reaction prediction with 1.9M reactions from USPTO patents (1976-2016). Task: Predict the product of the given reaction. (1) Given the reactants O[CH:2]1[CH2:7][CH2:6][CH2:5][CH:4]([O:8][CH3:9])[CH:3]1[O:10][Si:11]([C:14]([CH3:17])([CH3:16])[CH3:15])([CH3:13])[CH3:12].C1(P(C2C=CC=CC=2)C2C=CC=CC=2)C=CC=CC=1.CC(OC(/N=N/C(OC(C)C)=O)=O)C.C1(P([N:65]=[N+:66]=[N-:67])(C2C=CC=CC=2)=O)C=CC=CC=1, predict the reaction product. The product is: [N:65]([CH:2]1[CH2:7][CH2:6][CH2:5][CH:4]([O:8][CH3:9])[CH:3]1[O:10][Si:11]([C:14]([CH3:17])([CH3:16])[CH3:15])([CH3:13])[CH3:12])=[N+:66]=[N-:67]. (2) Given the reactants [Cl:1][C:2]1[CH:3]=[C:4]([CH2:28][C:29]([OH:31])=O)[C:5]([O:8][CH2:9][C:10]([N:12]2[CH2:17][C@H:16]([CH3:18])[N:15]([CH2:19][C:20]3[CH:25]=[CH:24][C:23]([F:26])=[CH:22][CH:21]=3)[CH2:14][C@H:13]2[CH3:27])=[O:11])=[N:6][CH:7]=1.C1(N=C=NC2CCCCC2)CCCCC1.[CH3:47][S:48]([NH2:51])(=[O:50])=[O:49], predict the reaction product. The product is: [Cl:1][C:2]1[CH:3]=[C:4]([CH2:28][C:29]([NH:51][S:48]([CH3:47])(=[O:50])=[O:49])=[O:31])[C:5]([O:8][CH2:9][C:10]([N:12]2[CH2:17][C@H:16]([CH3:18])[N:15]([CH2:19][C:20]3[CH:25]=[CH:24][C:23]([F:26])=[CH:22][CH:21]=3)[CH2:14][C@H:13]2[CH3:27])=[O:11])=[N:6][CH:7]=1. (3) Given the reactants [F:1][C:2]1[CH:3]=[CH:4][C:5]2[C:6]3[CH2:15][CH2:14][NH:13][CH:12]=[C:11]([C:16]([O:18][CH2:19][CH3:20])=[O:17])[C:7]=3[NH:8][C:9]=2[CH:10]=1.[C:21](Cl)(=[O:28])[C:22]1[CH:27]=[CH:26][CH:25]=[CH:24][CH:23]=1, predict the reaction product. The product is: [F:1][C:2]1[CH:3]=[CH:4][C:5]2[C:6]3[CH2:15][CH2:14][N:13]([C:21](=[O:28])[C:22]4[CH:27]=[CH:26][CH:25]=[CH:24][CH:23]=4)[CH:12]=[C:11]([C:16]([O:18][CH2:19][CH3:20])=[O:17])[C:7]=3[NH:8][C:9]=2[CH:10]=1. (4) Given the reactants [NH2:1][C:2]1[CH:3]=[N:4][N:5]([CH3:25])[C:6]=1[C:7]1[CH:12]=[C:11]([C@@H:13]([NH:17][C:18](=[O:24])[O:19][C:20]([CH3:23])([CH3:22])[CH3:21])[CH2:14][CH:15]=[CH2:16])[CH:10]=[CH:9][N:8]=1.[CH3:26][C@H:27]([CH:31]=[CH2:32])[C:28](O)=[O:29].N1C=CC=CC=1.C(P1(=O)OP(CCC)(=O)OP(CCC)(=O)O1)CC, predict the reaction product. The product is: [CH3:25][N:5]1[C:6]([C:7]2[CH:12]=[C:11]([C@@H:13]([NH:17][C:18](=[O:24])[O:19][C:20]([CH3:21])([CH3:23])[CH3:22])[CH2:14][CH:15]=[CH2:16])[CH:10]=[CH:9][N:8]=2)=[C:2]([NH:1][C:28](=[O:29])[C@H:27]([CH3:26])[CH:31]=[CH2:32])[CH:3]=[N:4]1. (5) Given the reactants O1CCN(CCOC2C=CC(C3C=CC(CC#N)=NC=3)=CC=2)CC1.[O:25]1[CH2:30][CH2:29][N:28]([CH2:31][CH2:32][O:33][C:34]2[CH:39]=[CH:38][C:37]([C:40]3[CH:41]=[CH:42][C:43]([CH2:46][C:47](OC)=[O:48])=[N:44][CH:45]=3)=[CH:36][CH:35]=2)[CH2:27][CH2:26]1.[CH2:51]([NH2:58])[C:52]1[CH:57]=[CH:56][CH:55]=[CH:54][CH:53]=1, predict the reaction product. The product is: [O:25]1[CH2:26][CH2:27][N:28]([CH2:31][CH2:32][O:33][C:34]2[CH:35]=[CH:36][C:37]([C:40]3[CH:41]=[CH:42][C:43]([CH2:46][C:47]([NH:58][CH2:51][C:52]4[CH:57]=[CH:56][CH:55]=[CH:54][CH:53]=4)=[O:48])=[N:44][CH:45]=3)=[CH:38][CH:39]=2)[CH2:29][CH2:30]1. (6) Given the reactants Cl[C:2]1[N:6]2[CH:7]=[C:8]([F:11])[CH:9]=[CH:10][C:5]2=[N:4][N:3]=1.[NH:12]1[CH2:17][CH2:16][CH:15]([CH2:18][CH2:19]O)[CH2:14][CH2:13]1.CC(N(C)C)=[O:23], predict the reaction product. The product is: [F:11][C:8]1[CH:9]=[CH:10][C:5]2[N:6]([C:2]([N:12]3[CH2:17][CH2:16][CH:15]([CH:18]([OH:23])[CH3:19])[CH2:14][CH2:13]3)=[N:3][N:4]=2)[CH:7]=1.